Dataset: Peptide-MHC class I binding affinity with 185,985 pairs from IEDB/IMGT. Task: Regression. Given a peptide amino acid sequence and an MHC pseudo amino acid sequence, predict their binding affinity value. This is MHC class I binding data. (1) The peptide sequence is FPFLYKFLL. The MHC is HLA-B51:01 with pseudo-sequence HLA-B51:01. The binding affinity (normalized) is 0.605. (2) The peptide sequence is VPVWKEATTT. The MHC is HLA-B08:01 with pseudo-sequence HLA-B08:01. The binding affinity (normalized) is 0.